From a dataset of Forward reaction prediction with 1.9M reactions from USPTO patents (1976-2016). Predict the product of the given reaction. (1) Given the reactants [C:1]([C:3]1[C:4]([C:22]2[CH:27]=[CH:26][C:25]([O:28][C:29]3[CH:34]=[CH:33][CH:32]=[CH:31][CH:30]=3)=[CH:24][CH:23]=2)=[N:5][N:6]2[C:11]([C:12]3[CH:13]=[C:14]([NH:18]C(=O)C)[CH:15]=[CH:16][CH:17]=3)=[CH:10][CH:9]=[N:8][C:7]=12)#[N:2].Cl, predict the reaction product. The product is: [NH2:18][C:14]1[CH:13]=[C:12]([C:11]2[N:6]3[N:5]=[C:4]([C:22]4[CH:27]=[CH:26][C:25]([O:28][C:29]5[CH:30]=[CH:31][CH:32]=[CH:33][CH:34]=5)=[CH:24][CH:23]=4)[C:3]([C:1]#[N:2])=[C:7]3[N:8]=[CH:9][CH:10]=2)[CH:17]=[CH:16][CH:15]=1. (2) Given the reactants [NH2:1][C:2]1[N:7]=[C:6]([C:8]2[CH:13]=[CH:12][C:11]([Cl:14])=[C:10]([O:15][CH3:16])[C:9]=2[F:17])[N:5]=[C:4]([C:18]([OH:20])=[O:19])[C:3]=1Br.[F:22][C:23]([F:27])([F:26])[CH2:24][OH:25].[C:28](=O)([O-])[O-].[Cs+].[Cs+], predict the reaction product. The product is: [CH3:28][O:20][C:18]([C:4]1[C:3]([O:25][CH2:24][C:23]([F:27])([F:26])[F:22])=[C:2]([NH2:1])[N:7]=[C:6]([C:8]2[CH:13]=[CH:12][C:11]([Cl:14])=[C:10]([O:15][CH3:16])[C:9]=2[F:17])[N:5]=1)=[O:19]. (3) The product is: [F:1][C:2]([F:27])([F:26])[C:3]([OH:41])=[O:5].[F:27][C:2]([F:1])([F:26])[C@:3]([C:6]1[CH:11]=[CH:10][C:9]([N:12]2[CH2:13][CH2:14][N:15]([S:18]([C:21]3[S:22][CH:23]=[CH:24][N:25]=3)(=[O:20])=[O:19])[CH2:16][CH2:17]2)=[CH:8][CH:7]=1)([OH:5])[CH3:4]. Given the reactants [F:1][C:2]([F:27])([F:26])[C@@:3]([C:6]1[CH:11]=[CH:10][C:9]([N:12]2[CH2:17][CH2:16][N:15]([S:18]([C:21]3[S:22][CH:23]=[CH:24][N:25]=3)(=[O:20])=[O:19])[CH2:14][CH2:13]2)=[CH:8][CH:7]=1)([OH:5])[CH3:4].C1N=C(N)C2N=CN([C@@H]3[O:41][C@H](COP(OP(OC[C@H]4O[C@@H](N5C=C(C(N)=O)CC=C5)[C@H](O)[C@@H]4O)(O)=O)(O)=O)[C@@H](O)[C@H]3OP(O)(O)=O)C=2N=1, predict the reaction product. (4) Given the reactants [S:1]1[C:5]2[CH:6]=[CH:7][CH:8]=[CH:9][C:4]=2[N:3]=[C:2]1[C:10]1[C:15](=[O:16])[NH:14][C:13]([CH:17]2[CH2:22][CH2:21][NH:20][CH2:19][CH2:18]2)=[N:12][C:11]=1[NH:23][C@@H:24]1[CH2:29][CH2:28][CH2:27][N:26]([C:30]([O:32][C:33]([CH3:36])([CH3:35])[CH3:34])=[O:31])[CH2:25]1.C=O.[C:39](O[BH-](OC(=O)C)OC(=O)C)(=O)C.[Na+], predict the reaction product. The product is: [S:1]1[C:5]2[CH:6]=[CH:7][CH:8]=[CH:9][C:4]=2[N:3]=[C:2]1[C:10]1[C:15](=[O:16])[NH:14][C:13]([CH:17]2[CH2:18][CH2:19][N:20]([CH3:39])[CH2:21][CH2:22]2)=[N:12][C:11]=1[NH:23][C@@H:24]1[CH2:29][CH2:28][CH2:27][N:26]([C:30]([O:32][C:33]([CH3:36])([CH3:35])[CH3:34])=[O:31])[CH2:25]1. (5) Given the reactants [O:1]1CCCO[CH:2]1[C:7]1[C:12]([C:13]2[CH:18]=[CH:17][C:16]([O:19][CH2:20][C:21]3[CH:30]=[CH:29][C:28]4[C:23](=[CH:24][CH:25]=[CH:26][CH:27]=4)[N:22]=3)=[CH:15][CH:14]=2)=[C:11]([C:31]2[CH:36]=[CH:35][N:34]=[CH:33][CH:32]=2)[CH:10]=[CH:9][CH:8]=1.O.C1(C)C=CC(S(O)(=O)=O)=CC=1, predict the reaction product. The product is: [N:34]1[CH:33]=[CH:32][C:31]([C:11]2[CH:10]=[CH:9][CH:8]=[C:7]([CH:2]=[O:1])[C:12]=2[C:13]2[CH:14]=[CH:15][C:16]([O:19][CH2:20][C:21]3[CH:30]=[CH:29][C:28]4[C:23](=[CH:24][CH:25]=[CH:26][CH:27]=4)[N:22]=3)=[CH:17][CH:18]=2)=[CH:36][CH:35]=1. (6) Given the reactants [C:1]([O:5][C:6]([NH:8][C@@H:9]([CH2:18][CH:19]=[CH2:20])/[C:10](/[CH3:17])=[CH:11]/[C:12](OCC)=[O:13])=[O:7])([CH3:4])([CH3:3])[CH3:2].[H-].C([Al+]CC(C)C)C(C)C.CCCCCC.[C@H](O)(C([O-])=O)[C@@H](O)C([O-])=O.[Na+].[K+], predict the reaction product. The product is: [C:1]([O:5][C:6](=[O:7])[NH:8][C@@H:9]([CH2:18][CH:19]=[CH2:20])/[C:10](/[CH3:17])=[CH:11]/[CH2:12][OH:13])([CH3:4])([CH3:3])[CH3:2]. (7) Given the reactants [CH3:1][O:2][C:3]1[CH:8]=[CH:7][C:6]([OH:9])=[C:5]([N+:10]([O-:12])=[O:11])[CH:4]=1.CC(O[Na])=O.[Br:18]Br.Cl, predict the reaction product. The product is: [Br:18][C:7]1[CH:8]=[C:3]([O:2][CH3:1])[CH:4]=[C:5]([N+:10]([O-:12])=[O:11])[C:6]=1[OH:9]. (8) Given the reactants Br[C:2]1[CH:29]=[CH:28][C:5]([CH2:6][N:7]2[C:11]3[CH:12]=[CH:13][CH:14]=[CH:15][C:10]=3[N:9]([CH2:16][CH2:17][CH2:18][O:19][C:20]3[CH:25]=[CH:24][C:23]([F:26])=[CH:22][CH:21]=3)[C:8]2=[NH:27])=[CH:4][CH:3]=1.[F:30][C:31]1[CH:36]=[CH:35][C:34](B(O)O)=[CH:33][CH:32]=1.C([O-])([O-])=O.[Na+].[Na+], predict the reaction product. The product is: [F:30][C:31]1[CH:36]=[CH:35][C:34]([C:2]2[CH:3]=[CH:4][C:5]([CH2:6][N:7]3[C:11]4[CH:12]=[CH:13][CH:14]=[CH:15][C:10]=4[N:9]([CH2:16][CH2:17][CH2:18][O:19][C:20]4[CH:25]=[CH:24][C:23]([F:26])=[CH:22][CH:21]=4)[C:8]3=[NH:27])=[CH:28][CH:29]=2)=[CH:33][CH:32]=1.